From a dataset of NCI-60 drug combinations with 297,098 pairs across 59 cell lines. Regression. Given two drug SMILES strings and cell line genomic features, predict the synergy score measuring deviation from expected non-interaction effect. (1) Drug 1: C1=C(C(=O)NC(=O)N1)F. Drug 2: CN(C)C1=NC(=NC(=N1)N(C)C)N(C)C. Cell line: OVCAR-5. Synergy scores: CSS=44.1, Synergy_ZIP=12.1, Synergy_Bliss=11.6, Synergy_Loewe=-3.77, Synergy_HSA=9.07. (2) Drug 1: CC1C(C(=O)NC(C(=O)N2CCCC2C(=O)N(CC(=O)N(C(C(=O)O1)C(C)C)C)C)C(C)C)NC(=O)C3=C4C(=C(C=C3)C)OC5=C(C(=O)C(=C(C5=N4)C(=O)NC6C(OC(=O)C(N(C(=O)CN(C(=O)C7CCCN7C(=O)C(NC6=O)C(C)C)C)C)C(C)C)C)N)C. Drug 2: CCC1(C2=C(COC1=O)C(=O)N3CC4=CC5=C(C=CC(=C5CN(C)C)O)N=C4C3=C2)O.Cl. Cell line: MDA-MB-435. Synergy scores: CSS=22.4, Synergy_ZIP=-2.00, Synergy_Bliss=-0.0720, Synergy_Loewe=0.0889, Synergy_HSA=1.20. (3) Drug 1: COC1=CC(=CC(=C1O)OC)C2C3C(COC3=O)C(C4=CC5=C(C=C24)OCO5)OC6C(C(C7C(O6)COC(O7)C8=CC=CS8)O)O. Drug 2: C1=NC(=NC(=O)N1C2C(C(C(O2)CO)O)O)N. Cell line: UO-31. Synergy scores: CSS=14.7, Synergy_ZIP=-5.71, Synergy_Bliss=0.0577, Synergy_Loewe=0.280, Synergy_HSA=0.997. (4) Drug 1: CN(C)C1=NC(=NC(=N1)N(C)C)N(C)C. Drug 2: C(CC(=O)O)C(=O)CN.Cl. Cell line: LOX IMVI. Synergy scores: CSS=16.9, Synergy_ZIP=-3.10, Synergy_Bliss=-7.67, Synergy_Loewe=-12.3, Synergy_HSA=-5.14. (5) Drug 1: CN(CC1=CN=C2C(=N1)C(=NC(=N2)N)N)C3=CC=C(C=C3)C(=O)NC(CCC(=O)O)C(=O)O. Drug 2: CC1=C(C(=O)C2=C(C1=O)N3CC4C(C3(C2COC(=O)N)OC)N4)N. Cell line: COLO 205. Synergy scores: CSS=35.1, Synergy_ZIP=-3.26, Synergy_Bliss=-2.56, Synergy_Loewe=-2.12, Synergy_HSA=1.85. (6) Drug 2: CC1CCCC2(C(O2)CC(NC(=O)CC(C(C(=O)C(C1O)C)(C)C)O)C(=CC3=CSC(=N3)C)C)C. Cell line: NCI-H322M. Synergy scores: CSS=36.7, Synergy_ZIP=0.866, Synergy_Bliss=-0.803, Synergy_Loewe=-24.1, Synergy_HSA=2.75. Drug 1: C1CNP(=O)(OC1)N(CCCl)CCCl. (7) Drug 1: C1=CC(=CC=C1C#N)C(C2=CC=C(C=C2)C#N)N3C=NC=N3. Drug 2: C1CN(P(=O)(OC1)NCCCl)CCCl. Cell line: SK-MEL-5. Synergy scores: CSS=12.8, Synergy_ZIP=-0.723, Synergy_Bliss=3.03, Synergy_Loewe=4.33, Synergy_HSA=4.44.